This data is from Full USPTO retrosynthesis dataset with 1.9M reactions from patents (1976-2016). The task is: Predict the reactants needed to synthesize the given product. Given the product [Cl:8][C:21]1[C:22]([C:26]([F:29])([F:27])[F:28])=[N:23][N:24]([CH3:25])[C:20]=1[C:12]1[CH:13]=[C:14]([N+:17]([O-:19])=[O:18])[CH:15]=[CH:16][C:11]=1[O:10][CH3:9], predict the reactants needed to synthesize it. The reactants are: C1C(=O)N([Cl:8])C(=O)C1.[CH3:9][O:10][C:11]1[CH:16]=[CH:15][C:14]([N+:17]([O-:19])=[O:18])=[CH:13][C:12]=1[C:20]1[N:24]([CH3:25])[N:23]=[C:22]([C:26]([F:29])([F:28])[F:27])[CH:21]=1.